Dataset: Forward reaction prediction with 1.9M reactions from USPTO patents (1976-2016). Task: Predict the product of the given reaction. (1) Given the reactants [CH3:1][S:2]([C:5]1[CH:15]=[CH:14][C:8]([CH2:9][P:10](Cl)(Cl)=[O:11])=[CH:7][CH:6]=1)(=[O:4])=[O:3].C(N(CC)CC)C.[CH3:23][C:24]([CH3:29])([CH2:27][OH:28])[CH2:25][OH:26], predict the reaction product. The product is: [CH3:1][S:2]([C:5]1[CH:15]=[CH:14][C:8]([CH2:9][P:10]2(=[O:11])[O:28][CH2:27][C:24]([CH3:29])([CH3:23])[CH2:25][O:26]2)=[CH:7][CH:6]=1)(=[O:4])=[O:3]. (2) The product is: [C:18]([O:17][C:15]([N:9]1[CH2:14][CH2:13][N:12]([C:2]2[CH:8]=[CH:7][C:5]([NH2:6])=[CH:4][CH:3]=2)[CH2:11][CH2:10]1)=[O:16])([CH3:21])([CH3:19])[CH3:20]. Given the reactants I[C:2]1[CH:8]=[CH:7][C:5]([NH2:6])=[CH:4][CH:3]=1.[N:9]1([C:15]([O:17][C:18]([CH3:21])([CH3:20])[CH3:19])=[O:16])[CH2:14][CH2:13][NH:12][CH2:11][CH2:10]1.CC(OC[C@H]([C@H](O)C[C@@H](OC(C)=O)C(O)(C)C)[C@@H]1[C@@]2(C)CCC3[C@@]4(C)CC[C@H](O)C(C)(C)[C@@H]4CCC=3[C@]2(C)CC1)=O, predict the reaction product.